This data is from Peptide-MHC class I binding affinity with 185,985 pairs from IEDB/IMGT. The task is: Regression. Given a peptide amino acid sequence and an MHC pseudo amino acid sequence, predict their binding affinity value. This is MHC class I binding data. (1) The peptide sequence is INNTFLHL. The MHC is H-2-Kb with pseudo-sequence H-2-Kb. The binding affinity (normalized) is 0.934. (2) The peptide sequence is LPFPFLYKFLL. The MHC is HLA-B42:01 with pseudo-sequence HLA-B42:01. The binding affinity (normalized) is 0.764. (3) The peptide sequence is CPAVAVHDF. The MHC is Mamu-A2201 with pseudo-sequence Mamu-A2201. The binding affinity (normalized) is 0.592. (4) The peptide sequence is EVAGFVFDK. The MHC is HLA-A68:01 with pseudo-sequence HLA-A68:01. The binding affinity (normalized) is 0.755.